Dataset: Full USPTO retrosynthesis dataset with 1.9M reactions from patents (1976-2016). Task: Predict the reactants needed to synthesize the given product. (1) Given the product [C:25]([O:29][C:30]([N:32]1[CH2:37][C@H:36]([CH2:38][N:39]2[CH2:44][CH2:43][O:42][CH2:41][C@H:40]2[CH3:45])[N:35]([CH2:3][C:4]([N:6]2[C:14]3[C:9](=[N:10][CH:11]=[C:12]([CH2:15][C:16]4[CH:21]=[CH:20][C:19]([F:22])=[CH:18][CH:17]=4)[CH:13]=3)[C:8]([CH3:24])([CH3:23])[CH2:7]2)=[O:5])[CH2:34][C@H:33]1[CH3:46])=[O:31])([CH3:28])([CH3:26])[CH3:27], predict the reactants needed to synthesize it. The reactants are: Cl.Cl[CH2:3][C:4]([N:6]1[C:14]2[C:9](=[N:10][CH:11]=[C:12]([CH2:15][C:16]3[CH:21]=[CH:20][C:19]([F:22])=[CH:18][CH:17]=3)[CH:13]=2)[C:8]([CH3:24])([CH3:23])[CH2:7]1)=[O:5].[C:25]([O:29][C:30]([N:32]1[CH2:37][C@H:36]([CH2:38][N:39]2[CH2:44][CH2:43][O:42][CH2:41][C@H:40]2[CH3:45])[NH:35][CH2:34][C@H:33]1[CH3:46])=[O:31])([CH3:28])([CH3:27])[CH3:26].C(=O)([O-])[O-].[K+].[K+].[I-].[K+]. (2) Given the product [NH2:11][C:9]1[N:8]=[CH:7][N:6]=[C:5]2[N:4]([CH2:13][C:14]3([OH:12])[CH2:15][CH2:16][N:17]([C:20]([O:22][C:23]([CH3:26])([CH3:25])[CH3:24])=[O:21])[CH2:18][CH2:19]3)[N:3]=[C:2]([I:1])[C:10]=12, predict the reactants needed to synthesize it. The reactants are: [I:1][C:2]1[C:10]2[C:5](=[N:6][CH:7]=[N:8][C:9]=2[NH2:11])[NH:4][N:3]=1.[O:12]1[C:14]2([CH2:19][CH2:18][N:17]([C:20]([O:22][C:23]([CH3:26])([CH3:25])[CH3:24])=[O:21])[CH2:16][CH2:15]2)[CH2:13]1.C(=O)([O-])[O-].[Cs+].[Cs+]. (3) Given the product [F:24][C:13]([F:12])([F:25])[S:14]([C:17]1[CH:18]=[CH:19][C:20]([N:21]2[CH:5]=[CH:6][C:7]([CH:3]=[O:2])=[CH:8]2)=[CH:22][CH:23]=1)(=[O:15])=[O:16], predict the reactants needed to synthesize it. The reactants are: C[O:2][CH:3]1[CH:7]([CH:8]=O)[CH2:6][CH:5](OC)O1.[F:12][C:13]([F:25])([F:24])[S:14]([C:17]1[CH:23]=[CH:22][C:20]([NH2:21])=[CH:19][CH:18]=1)(=[O:16])=[O:15]. (4) Given the product [CH3:1][C:2]1[N:7]=[C:6]([C:8]#[C:9][C:10]2[CH2:15][CH2:14][CH2:13][C:12](=[N:18][OH:19])[CH:11]=2)[CH:5]=[CH:4][CH:3]=1, predict the reactants needed to synthesize it. The reactants are: [CH3:1][C:2]1[N:7]=[C:6]([C:8]#[C:9][C:10]2[CH2:15][CH2:14][CH2:13][C:12](=O)[CH:11]=2)[CH:5]=[CH:4][CH:3]=1.Cl.[NH2:18][OH:19]. (5) Given the product [F:1][C:2]1[CH:7]=[CH:6][CH:5]=[CH:4][C:3]=1[NH:8][C:9]([NH:11][C@H:12]([C:33]1[CH:34]=[CH:35][CH:36]=[CH:37][CH:38]=1)[CH2:13][CH2:14][N:15]1[CH2:20][CH2:19][CH:18]([C:21]2[CH:22]=[C:23]([NH:27][C:28](=[O:32])[CH:29]([CH3:31])[CH3:30])[CH:24]=[CH:25][CH:26]=2)[CH2:17][CH2:16]1)=[O:10], predict the reactants needed to synthesize it. The reactants are: [F:1][C:2]1[CH:7]=[CH:6][CH:5]=[CH:4][C:3]=1[N:8]=[C:9]=[O:10].[NH2:11][C@H:12]([C:33]1[CH:38]=[CH:37][CH:36]=[CH:35][CH:34]=1)[CH2:13][CH2:14][N:15]1[CH2:20][CH2:19][CH:18]([C:21]2[CH:22]=[C:23]([NH:27][C:28](=[O:32])[CH:29]([CH3:31])[CH3:30])[CH:24]=[CH:25][CH:26]=2)[CH2:17][CH2:16]1. (6) Given the product [OH:1][CH2:2][CH2:3][CH2:4][CH2:5][CH2:6][CH2:7][CH2:8][CH2:9][CH2:10][CH2:11][O:12][C:13]1[CH:18]=[CH:17][N:16]=[C:15]([CH2:19][OH:20])[C:14]=1[CH3:24], predict the reactants needed to synthesize it. The reactants are: [OH:1][CH2:2][CH2:3][CH2:4][CH2:5][CH2:6][CH2:7][CH2:8][CH2:9][CH2:10][CH2:11][O:12][C:13]1[CH:18]=[CH:17][N:16]=[C:15]([CH2:19][O:20]C(=O)C)[C:14]=1[CH3:24].[OH-].[Na+]. (7) The reactants are: [CH3:1][O:2][C:3]1[CH:4]=[C:5]2[C:9](=[CH:10][CH:11]=1)[N:8]=[C:7]([CH3:12])[C:6]2([CH3:14])[CH3:13].[Br:15][CH2:16][CH2:17][CH2:18][CH2:19][CH2:20][C:21]([OH:23])=[O:22].ClC1C=CC=CC=1Cl. Given the product [Br-:15].[C:21]([CH2:20][CH2:19][CH2:18][CH2:17][CH2:16][N+:8]1[C:9]2[C:5](=[CH:4][C:3]([O:2][CH3:1])=[CH:11][CH:10]=2)[C:6]([CH3:14])([CH3:13])[C:7]=1[CH3:12])([OH:23])=[O:22], predict the reactants needed to synthesize it.